This data is from Forward reaction prediction with 1.9M reactions from USPTO patents (1976-2016). The task is: Predict the product of the given reaction. (1) Given the reactants [F:1][C:2]1[CH:7]=[CH:6][C:5]([N:8]2[CH2:13][CH2:12][N:11]([CH2:14][C:15]3[CH:20]=[CH:19][C:18]([C:21]4([C:24]([O:26]C)=[O:25])[CH2:23][CH2:22]4)=[CH:17][CH:16]=3)[CH2:10][CH2:9]2)=[CH:4][CH:3]=1.[OH-].[Na+], predict the reaction product. The product is: [F:1][C:2]1[CH:3]=[CH:4][C:5]([N:8]2[CH2:13][CH2:12][N:11]([CH2:14][C:15]3[CH:20]=[CH:19][C:18]([C:21]4([C:24]([OH:26])=[O:25])[CH2:22][CH2:23]4)=[CH:17][CH:16]=3)[CH2:10][CH2:9]2)=[CH:6][CH:7]=1. (2) Given the reactants [CH3:1][C:2]1([C:7]2[CH:12]=[CH:11][N:10]=[C:9]([CH2:13][N:14]3[N:18]=[C:17]([NH2:19])[CH:16]=[N:15]3)[CH:8]=2)[O:6]CCO1.[C:20]1([C:26]2[O:30][CH:29]=[N:28][C:27]=2[C:31](O)=[O:32])[CH:25]=[CH:24][CH:23]=[CH:22][CH:21]=1, predict the reaction product. The product is: [C:2]([C:7]1[CH:12]=[CH:11][N:10]=[C:9]([CH2:13][N:14]2[N:18]=[C:17]([NH:19][C:31]([C:27]3[N:28]=[CH:29][O:30][C:26]=3[C:20]3[CH:21]=[CH:22][CH:23]=[CH:24][CH:25]=3)=[O:32])[CH:16]=[N:15]2)[CH:8]=1)(=[O:6])[CH3:1].